Dataset: Full USPTO retrosynthesis dataset with 1.9M reactions from patents (1976-2016). Task: Predict the reactants needed to synthesize the given product. (1) Given the product [OH:37][C:31]1([C:27]2[S:26][CH:30]=[CH:29][CH:28]=2)[CH2:32][CH2:33][N:34]([C:22](=[O:24])[CH2:21][O:20][CH2:19][CH:14]2[CH2:15][CH2:16][CH2:17][CH2:18][N:13]2[S:10]([C:6]2[C:5]([CH3:25])=[CH:4][C:3]([O:2][CH3:1])=[CH:8][C:7]=2[CH3:9])(=[O:11])=[O:12])[CH2:35][CH2:36]1, predict the reactants needed to synthesize it. The reactants are: [CH3:1][O:2][C:3]1[CH:8]=[C:7]([CH3:9])[C:6]([S:10]([N:13]2[CH2:18][CH2:17][CH2:16][CH2:15][CH:14]2[CH2:19][O:20][CH2:21][C:22]([OH:24])=O)(=[O:12])=[O:11])=[C:5]([CH3:25])[CH:4]=1.[S:26]1[CH:30]=[CH:29][CH:28]=[C:27]1[C:31]1([OH:37])[CH2:36][CH2:35][NH:34][CH2:33][CH2:32]1.C(=O)(O)[O-].[Na+]. (2) Given the product [ClH:73].[ClH:73].[NH2:8][C@H:9]1[CH2:10][CH2:11][C@H:12]([N:15]([C:19]2[CH:24]=[C:23]([CH2:25][CH2:26][CH2:27][C:28]([NH:30][C@H:31]3[CH2:34][C@H:33]([CH2:35][NH:36][CH2:37][C@H:38]([OH:51])[C:39]4[CH:48]=[CH:47][C:46]([OH:49])=[C:45]5[C:40]=4[CH:41]=[CH:42][C:43](=[O:50])[NH:44]5)[CH2:32]3)=[O:29])[CH:22]=[CH:21][C:20]=2[C:59]2[CH:60]=[CH:61][CH:62]=[CH:63][CH:64]=2)[C:16](=[O:17])[OH:18])[CH2:13][CH2:14]1, predict the reactants needed to synthesize it. The reactants are: C(OC([NH:8][C@H:9]1[CH2:14][CH2:13][C@H:12]([N:15]([C:19]2[CH:24]=[C:23]([CH2:25][CH2:26][CH2:27][C:28]([NH:30][C@H:31]3[CH2:34][C@H:33]([CH2:35][NH:36][CH2:37][C@H:38]([O:51][Si](C(C)(C)C)(C)C)[C:39]4[CH:48]=[CH:47][C:46]([OH:49])=[C:45]5[C:40]=4[CH:41]=[CH:42][C:43](=[O:50])[NH:44]5)[CH2:32]3)=[O:29])[CH:22]=[CH:21][C:20]=2[C:59]2[CH:64]=[CH:63][CH:62]=[CH:61][CH:60]=2)[C:16](=[O:18])[O-:17])[CH2:11][CH2:10]1)=O)(C)(C)C.C(#N)C.C(OCC)C.[ClH:73].